Dataset: Full USPTO retrosynthesis dataset with 1.9M reactions from patents (1976-2016). Task: Predict the reactants needed to synthesize the given product. Given the product [OH:49][C:3]1[CH:2]=[CH:9][CH:8]=[CH:7][C:4]=1[CH2:5][NH:6][C:24]1[C:23]2[N:27]=[CH:28][N:29]([C:22]=2[N:21]=[CH:20][N:25]=1)[C@@H:30]1[O:34][C@H:33]([CH2:35][OH:36])[C@@H:32]([OH:37])[C@H:31]1[OH:38], predict the reactants needed to synthesize it. The reactants are: C[C:2]1[CH:3]=[C:4]([CH:7]=[CH:8][CH:9]=1)[CH2:5][NH2:6].Cl.CC1C=C(C=CC=1)CN.[CH:20]1[N:25]=[C:24](Cl)[C:23]2[N:27]=[CH:28][N:29]([C@@H:30]3[O:34][C@H:33]([CH2:35][OH:36])[C@@H:32]([OH:37])[C@H:31]3[OH:38])[C:22]=2[N:21]=1.C(N(CC)CC)C.C([OH:49])CC.